Dataset: Reaction yield outcomes from USPTO patents with 853,638 reactions. Task: Predict the reaction yield, written as a fraction of the theoretical maximum amount of product (1.0 means a 100% yield; for example, 0.34 means a 34% yield). The reactants are [N:1]1[CH:6]=[CH:5][CH:4]=[CH:3][C:2]=1[S:7][C:8]1[CH:9]=[C:10]([O:29][C:30]2[C:31]([CH3:37])=[N:32][N:33]([CH3:36])[C:34]=2[CH3:35])[C:11]([NH:14][C:15]2[S:19][N:18]=[C:17]([C@H:20]3[C:24]([CH3:26])([CH3:25])[O:23]C(C)(C)[O:21]3)[N:16]=2)=[N:12][CH:13]=1.[ClH:38]. The catalyst is C(O)C. The product is [ClH:38].[CH3:26][C:24]([OH:23])([CH3:25])[C@H:20]([C:17]1[N:16]=[C:15]([NH:14][C:11]2[C:10]([O:29][C:30]3[C:31]([CH3:37])=[N:32][N:33]([CH3:36])[C:34]=3[CH3:35])=[CH:9][C:8]([S:7][C:2]3[CH:3]=[CH:4][CH:5]=[CH:6][N:1]=3)=[CH:13][N:12]=2)[S:19][N:18]=1)[OH:21]. The yield is 0.896.